This data is from Catalyst prediction with 721,799 reactions and 888 catalyst types from USPTO. The task is: Predict which catalyst facilitates the given reaction. (1) Reactant: [C:1]([Si:5]([C:40]([CH3:43])([CH3:42])[CH3:41])([C:34]1[CH:39]=[CH:38][CH:37]=[CH:36][CH:35]=1)[O:6][CH2:7][CH:8]([CH3:33])[O:9][C:10]1[CH:11]=[C:12]([O:22][C:23]2[CH:28]=[CH:27][C:26]([S:29]([CH3:32])(=[O:31])=[O:30])=[CH:25][CH:24]=2)[CH:13]=[C:14]2[C:18]=1[NH:17][C:16]([C:19]([OH:21])=O)=[CH:15]2)([CH3:4])([CH3:3])[CH3:2].Cl.C[N:46](C)CCCN=C=NCC.[NH4+].ON1C2C=CC=CC=2N=N1.CN(C)C=O. Product: [C:1]([Si:5]([C:40]([CH3:43])([CH3:42])[CH3:41])([C:34]1[CH:39]=[CH:38][CH:37]=[CH:36][CH:35]=1)[O:6][CH2:7][CH:8]([CH3:33])[O:9][C:10]1[CH:11]=[C:12]([O:22][C:23]2[CH:28]=[CH:27][C:26]([S:29]([CH3:32])(=[O:31])=[O:30])=[CH:25][CH:24]=2)[CH:13]=[C:14]2[C:18]=1[NH:17][C:16]([C:19]([NH2:46])=[O:21])=[CH:15]2)([CH3:3])([CH3:2])[CH3:4]. The catalyst class is: 195. (2) Reactant: [Br:1][C:2]1[CH:7]=[CH:6][C:5]([OH:8])=[CH:4][C:3]=1[OH:9].C(=O)([O-])[O-].[K+].[K+].[S:16](Cl)([C:19]1[CH:25]=[CH:24][C:22]([CH3:23])=[CH:21][CH:20]=1)(=[O:18])=[O:17].[CH3:27]I. Product: [CH3:23][C:22]1[CH:24]=[CH:25][C:19]([S:16]([O:8][C:5]2[CH:6]=[CH:7][C:2]([Br:1])=[C:3]([O:9][CH3:27])[CH:4]=2)(=[O:18])=[O:17])=[CH:20][CH:21]=1. The catalyst class is: 21. (3) The catalyst class is: 1. Reactant: [NH2:1][C@@H:2]1[CH2:6][CH2:5][C@H:4]([O:7][Si](C(C)(C)C)(C2C=CC=CC=2)C2C=CC=CC=2)[C@@:3]1([CH3:26])[OH:25].[Cl:27][C:28]1[C:35]([CH3:36])=[C:34](F)[CH:33]=[CH:32][C:29]=1[C:30]#[N:31].[F-].C([N+](CCCC)(CCCC)CCCC)CCC.O. Product: [Cl:27][C:28]1[C:35]([CH3:36])=[C:34]([NH:1][C@@H:2]2[CH2:6][CH2:5][C@H:4]([OH:7])[C@:3]2([OH:25])[CH3:26])[CH:33]=[CH:32][C:29]=1[C:30]#[N:31]. (4) Reactant: [Br:1][C:2]1[CH:8]=[CH:7][C:5]([NH2:6])=[C:4]([Cl:9])[CH:3]=1.C(OC([NH:17][C@@H:18]([C@H:22]([C:24]1[CH:29]=[CH:28][CH:27]=[CH:26][CH:25]=1)[CH3:23])[C:19](O)=[O:20])=O)(C)(C)C.O(Cl)Cl.FC(F)(F)C(O)=O. Product: [NH2:17][C@@H:18]([C@H:22]([C:24]1[CH:29]=[CH:28][CH:27]=[CH:26][CH:25]=1)[CH3:23])[C:19]([NH:6][C:5]1[CH:7]=[CH:8][C:2]([Br:1])=[CH:3][C:4]=1[Cl:9])=[O:20]. The catalyst class is: 17. (5) Reactant: [Cl:1]N1C(=O)CCC1=O.[Br:9][C:10]1[CH:15]=[CH:14][C:13]([NH2:16])=[C:12]([C:17]([CH3:20])([CH3:19])[CH3:18])[CH:11]=1.[Cl-].[Na+]. Product: [Br:9][C:10]1[CH:15]=[C:14]([Cl:1])[C:13]([NH2:16])=[C:12]([C:17]([CH3:20])([CH3:19])[CH3:18])[CH:11]=1. The catalyst class is: 3. (6) Reactant: [CH2:1]([O:8][CH2:9][CH:10]1[CH2:13][C:12]([CH2:20][NH2:21])([N:14]2[CH2:19][CH2:18][CH2:17][CH2:16][CH2:15]2)[CH2:11]1)[C:2]1[CH:7]=[CH:6][CH:5]=[CH:4][CH:3]=1.C(N(C(C)C)C(C)C)C.[Cl:31][C:32]1[CH:40]=[C:39]([Cl:41])[CH:38]=[CH:37][C:33]=1[C:34](Cl)=[O:35].O. Product: [CH2:1]([O:8][CH2:9][CH:10]1[CH2:11][C:12]([CH2:20][NH:21][C:34](=[O:35])[C:33]2[CH:37]=[CH:38][C:39]([Cl:41])=[CH:40][C:32]=2[Cl:31])([N:14]2[CH2:19][CH2:18][CH2:17][CH2:16][CH2:15]2)[CH2:13]1)[C:2]1[CH:3]=[CH:4][CH:5]=[CH:6][CH:7]=1. The catalyst class is: 2. (7) Reactant: [CH3:1][O:2][C:3]1[CH:8]=[CH:7][C:6]([N:9]2[C:17](=[O:18])[C:16]3[C@@H:15]4[C:19]([CH3:21])([CH3:20])[C@@:12]([CH3:22])([CH2:13][CH2:14]4)[C:11]=3[NH:10]2)=[CH:5][CH:4]=1.I[CH2:24][CH3:25]. Product: [CH2:24]([N:10]1[C:11]2[C@@:12]3([CH3:22])[C:19]([CH3:21])([CH3:20])[C@H:15]([CH2:14][CH2:13]3)[C:16]=2[C:17](=[O:18])[N:9]1[C:6]1[CH:5]=[CH:4][C:3]([O:2][CH3:1])=[CH:8][CH:7]=1)[CH3:25]. The catalyst class is: 204. (8) The catalyst class is: 241. Reactant: C1C=NC2N(O)N=NC=2C=1.[C:11]([O:15][C:16]([NH:18][CH2:19][CH2:20][CH2:21][CH2:22][CH2:23][CH2:24][CH2:25][CH2:26][CH2:27][CH2:28][CH2:29][C:30]([OH:32])=O)=[O:17])([CH3:14])([CH3:13])[CH3:12].C(N(C(C)C)CC)(C)C.CCN=C=NCCCN(C)C.Cl.S(O)(O)(=O)=O.[NH2:59][C:60]1[NH:61][CH:62]=[CH:63][N:64]=1.[NH2:59][C:60]1[NH:61][CH:62]=[CH:63][N:64]=1. Product: [C:11]([O:15][C:16](=[O:17])[NH:18][CH2:19][CH2:20][CH2:21][CH2:22][CH2:23][CH2:24][CH2:25][CH2:26][CH2:27][CH2:28][CH2:29][C:30](=[O:32])[NH:59][C:60]1[NH:61][CH:62]=[CH:63][N:64]=1)([CH3:12])([CH3:13])[CH3:14]. (9) Reactant: [C:1]([N:4]1[C:13]2[C:8](=[CH:9][CH:10]=[CH:11][CH:12]=2)[NH:7][C:6](=[O:14])[CH2:5]1)(=[O:3])[CH3:2].C[Si]([N-][Si](C)(C)C)(C)C.[Li+].C1COCC1.[F:30][C:31]1[CH:38]=[CH:37][C:34]([CH2:35]Br)=[CH:33][CH:32]=1. Product: [C:1]([N:4]1[C:13]2[C:8](=[CH:9][CH:10]=[CH:11][CH:12]=2)[N:7]([CH2:35][C:34]2[CH:37]=[CH:38][C:31]([F:30])=[CH:32][CH:33]=2)[C:6](=[O:14])[CH2:5]1)(=[O:3])[CH3:2]. The catalyst class is: 3.